From a dataset of NCI-60 drug combinations with 297,098 pairs across 59 cell lines. Regression. Given two drug SMILES strings and cell line genomic features, predict the synergy score measuring deviation from expected non-interaction effect. (1) Drug 1: CC(C)(C#N)C1=CC(=CC(=C1)CN2C=NC=N2)C(C)(C)C#N. Drug 2: CC12CCC3C(C1CCC2OP(=O)(O)O)CCC4=C3C=CC(=C4)OC(=O)N(CCCl)CCCl.[Na+]. Cell line: CAKI-1. Synergy scores: CSS=-6.54, Synergy_ZIP=7.26, Synergy_Bliss=2.18, Synergy_Loewe=-3.07, Synergy_HSA=-2.89. (2) Drug 1: C1=NC2=C(N1)C(=S)N=C(N2)N. Cell line: DU-145. Synergy scores: CSS=26.5, Synergy_ZIP=-6.19, Synergy_Bliss=-5.84, Synergy_Loewe=-14.4, Synergy_HSA=-4.81. Drug 2: C1=NC2=C(N=C(N=C2N1C3C(C(C(O3)CO)O)O)F)N.